Dataset: Full USPTO retrosynthesis dataset with 1.9M reactions from patents (1976-2016). Task: Predict the reactants needed to synthesize the given product. (1) Given the product [Cl:1][C:2]1[C:10]2[N:9]([CH2:18][C:19]([C:22]3[CH:23]=[N:24][CH:25]=[CH:26][CH:27]=3)([OH:20])[CH3:21])[C:8]3[CH2:11][CH2:12][N:13]([CH3:15])[CH2:14][C:7]=3[C:6]=2[CH:5]=[CH:4][CH:3]=1, predict the reactants needed to synthesize it. The reactants are: [Cl:1][C:2]1[C:10]2[NH:9][C:8]3[CH2:11][CH2:12][N:13]([CH3:15])[CH2:14][C:7]=3[C:6]=2[CH:5]=[CH:4][CH:3]=1.[H-].[Na+].[CH3:18][C:19]1([C:22]2[CH:23]=[N:24][CH:25]=[CH:26][CH:27]=2)[CH2:21][O:20]1. (2) Given the product [CH3:12][O:11][C:3]1[C:2]([CH:18]=[O:19])=[C:7]([O:8][CH3:9])[N:6]=[C:5]([CH3:10])[N:4]=1, predict the reactants needed to synthesize it. The reactants are: Br[C:2]1[C:3]([O:11][CH3:12])=[N:4][C:5]([CH3:10])=[N:6][C:7]=1[O:8][CH3:9].C([Li])CCC.[CH:18](OC(C)C)=[O:19]. (3) Given the product [C:1]([O:5][C:6](=[O:34])[CH2:7][CH:8]([NH2:22])[CH:9]([OH:36])[CH2:10][O:11][C:12]1[C:17]([F:18])=[C:16]([F:19])[CH:15]=[C:14]([F:20])[C:13]=1[F:21])([CH3:4])([CH3:3])[CH3:2], predict the reactants needed to synthesize it. The reactants are: [C:1]([O:5][C:6](=[O:34])[CH:7](O)[CH:8]([NH:22]C(OCC1C=CC=CC=1)=O)[CH2:9][CH2:10][O:11][C:12]1[C:17]([F:18])=[C:16]([F:19])[CH:15]=[C:14]([F:20])[C:13]=1[F:21])([CH3:4])([CH3:3])[CH3:2].C[OH:36]. (4) Given the product [CH3:20][O:21][C:22]1[CH:27]=[C:26]([N+:28]([O-:30])=[O:29])[CH:25]=[CH:24][C:23]=1[CH2:31][CH2:32][N:6]1[CH2:5][CH2:4][N:3]([CH:8]2[CH2:17][CH2:16][C:15]3[CH:14]=[C:13]([C:18]#[N:19])[CH:12]=[CH:11][C:10]=3[CH2:9]2)[C:2](=[O:1])[CH2:7]1, predict the reactants needed to synthesize it. The reactants are: [O:1]=[C:2]1[CH2:7][NH:6][CH2:5][CH2:4][N:3]1[CH:8]1[CH2:17][CH2:16][C:15]2[CH:14]=[C:13]([C:18]#[N:19])[CH:12]=[CH:11][C:10]=2[CH2:9]1.[CH3:20][O:21][C:22]1[CH:27]=[C:26]([N+:28]([O-:30])=[O:29])[CH:25]=[CH:24][C:23]=1[CH2:31][CH:32]=O. (5) Given the product [C:5]([Cl:16])(=[O:7])[OH:4].[OH:9][CH2:8][C:3]1[O:4][C:5](=[O:7])[O:6][C:2]=1[CH3:1], predict the reactants needed to synthesize it. The reactants are: [CH3:1][C:2]1[O:6][C:5](=[O:7])[O:4][C:3]=1[CH2:8][O:9]C(=O)SCC.C(Cl)[Cl:16]. (6) Given the product [Cl:20][C:21]1[N:22]=[C:23]([C:28]([NH:1][C@H:2]2[CH2:7][CH2:6][N:5]([C:8]3[N:13]=[CH:12][N:11]=[C:10]([C:14]([O:16][CH3:17])=[O:15])[CH:9]=3)[CH2:4][C@H:3]2[O:18][CH3:19])=[O:29])[NH:24][C:25]=1[CH2:26][CH3:27], predict the reactants needed to synthesize it. The reactants are: [NH2:1][C@H:2]1[CH2:7][CH2:6][N:5]([C:8]2[N:13]=[CH:12][N:11]=[C:10]([C:14]([O:16][CH3:17])=[O:15])[CH:9]=2)[CH2:4][C@H:3]1[O:18][CH3:19].[Cl:20][C:21]1[N:22]=[C:23]([C:28](O)=[O:29])[NH:24][C:25]=1[CH2:26][CH3:27].CCN=C=NCCCN(C)C.Cl.C1C=CC2N(O)N=NC=2C=1. (7) Given the product [F:19][C:20]1[CH:21]=[C:22]([CH:25]=[CH:26][C:27]=1[F:28])[CH2:23][NH:2][C@H:3]1[C@H:8]2[CH2:9][C@H:5]([CH2:6][CH2:7]2)[C@H:4]1[C:10]([O:12][CH3:13])=[O:11], predict the reactants needed to synthesize it. The reactants are: Cl.[NH2:2][C@H:3]1[C@H:8]2[CH2:9][C@H:5]([CH2:6][CH2:7]2)[C@H:4]1[C:10]([O:12][CH3:13])=[O:11].C([O-])(=O)C.[Na+].[F:19][C:20]1[CH:21]=[C:22]([CH:25]=[CH:26][C:27]=1[F:28])[CH:23]=O.C([BH3-])#N.[Na+].C(=O)(O)[O-].[Na+]. (8) Given the product [CH3:1][O:2][C:3]1[C:4]([CH3:11])=[CH:5][C:6]([NH:7][C:12]2([CH2:16][C:17]([O:19][CH2:20][CH3:21])=[O:18])[CH2:15][CH2:14][CH2:13]2)=[CH:8][C:9]=1[CH3:10], predict the reactants needed to synthesize it. The reactants are: [CH3:1][O:2][C:3]1[C:9]([CH3:10])=[CH:8][C:6]([NH2:7])=[CH:5][C:4]=1[CH3:11].[C:12]1(=[CH:16][C:17]([O:19][CH2:20][CH3:21])=[O:18])[CH2:15][CH2:14][CH2:13]1.Cl. (9) Given the product [NH2:12][C:13]1[N:22]=[C:21]([C:23]([N:25]2[CH2:33][C:32]3[C:27](=[CH:28][CH:29]=[CH:30][CH:31]=3)[CH2:26]2)=[O:24])[C:20]2[C:15](=[CH:16][CH:17]=[C:18]([C:10]#[C:9][CH2:8][OH:11])[CH:19]=2)[N:14]=1, predict the reactants needed to synthesize it. The reactants are: C(N(CC)CC)C.[CH2:8]([OH:11])[C:9]#[CH:10].[NH2:12][C:13]1[N:22]=[C:21]([C:23]([N:25]2[CH2:33][C:32]3[C:27](=[CH:28][CH:29]=[CH:30][CH:31]=3)[CH2:26]2)=[O:24])[C:20]2[C:15](=[CH:16][CH:17]=[C:18](I)[CH:19]=2)[N:14]=1.C(Cl)Cl. (10) Given the product [CH3:19][O:18][N:17]([CH3:16])[C:3]([CH:5]1[CH2:6][N:7]([C:9]2[N:10]=[CH:11][CH:12]=[CH:13][N:14]=2)[CH2:8]1)=[O:4], predict the reactants needed to synthesize it. The reactants are: CO[C:3]([CH:5]1[CH2:8][N:7]([C:9]2[N:14]=[CH:13][CH:12]=[CH:11][N:10]=2)[CH2:6]1)=[O:4].Cl.[CH3:16][NH:17][O:18][CH3:19].C([Mg]Cl)(C)C.